This data is from Catalyst prediction with 721,799 reactions and 888 catalyst types from USPTO. The task is: Predict which catalyst facilitates the given reaction. (1) Reactant: O[CH:2]=[C:3]1[C:11]2[C:6](=[CH:7][C:8]([C:12]([C:14]3[CH:15]=[C:16]([NH:20][C:21]([C:23]4[CH:24]=[N:25][N:26]([CH3:29])[C:27]=4[Cl:28])=[O:22])[CH:17]=[CH:18][CH:19]=3)=[O:13])=[CH:9][CH:10]=2)[NH:5][C:4]1=[O:30].C1COCC1.[CH3:36][N:37]1[CH2:42][CH2:41][N:40]([C:43]2[CH:48]=[CH:47][C:46]([NH2:49])=[CH:45][CH:44]=2)[CH2:39][CH2:38]1. Product: [CH3:36][N:37]1[CH2:38][CH2:39][N:40]([C:43]2[CH:48]=[CH:47][C:46]([NH:49][CH:2]=[C:3]3[C:11]4[C:6](=[CH:7][C:8]([C:12]([C:14]5[CH:15]=[C:16]([NH:20][C:21]([C:23]6[CH:24]=[N:25][N:26]([CH3:29])[C:27]=6[Cl:28])=[O:22])[CH:17]=[CH:18][CH:19]=5)=[O:13])=[CH:9][CH:10]=4)[NH:5][C:4]3=[O:30])=[CH:45][CH:44]=2)[CH2:41][CH2:42]1. The catalyst class is: 25. (2) Reactant: [C:1]1([CH2:7][CH2:8][N:9]([CH2:21][C:22]2[CH:40]=[CH:39][C:25]([CH2:26][O:27][C:28]3[CH:33]=[CH:32][C:31]([CH2:34][CH2:35][C:36]([OH:38])=[O:37])=[CH:30][CH:29]=3)=[CH:24][CH:23]=2)[C:10]2[S:11][CH:12]=[C:13]([C:15]3[CH:20]=[CH:19][CH:18]=[CH:17][CH:16]=3)[N:14]=2)[CH:6]=[CH:5][CH:4]=[CH:3][CH:2]=1.Cl[CH2:42][C:43]1[O:44][C:45](=[O:49])[O:46][C:47]=1[CH3:48].C(=O)([O-])[O-].[K+].[K+].O. Product: [CH3:48][C:47]1[O:46][C:45](=[O:49])[O:44][C:43]=1[CH2:42][O:37][C:36](=[O:38])[CH2:35][CH2:34][C:31]1[CH:30]=[CH:29][C:28]([O:27][CH2:26][C:25]2[CH:24]=[CH:23][C:22]([CH2:21][N:9]([CH2:8][CH2:7][C:1]3[CH:6]=[CH:5][CH:4]=[CH:3][CH:2]=3)[C:10]3[S:11][CH:12]=[C:13]([C:15]4[CH:20]=[CH:19][CH:18]=[CH:17][CH:16]=4)[N:14]=3)=[CH:40][CH:39]=2)=[CH:33][CH:32]=1. The catalyst class is: 9.